The task is: Predict the reaction yield, written as a fraction of the theoretical maximum amount of product (1.0 means a 100% yield; for example, 0.34 means a 34% yield).. This data is from Reaction yield outcomes from USPTO patents with 853,638 reactions. (1) The reactants are [CH3:1][S:2]([C:5]1[CH:6]=[CH:7][C:8]([N:14]2[CH2:18][CH2:17][CH2:16][CH2:15]2)=[C:9]([CH:13]=1)[C:10]([OH:12])=[O:11])(=[O:4])=[O:3].N1CC[O:22]CC1. No catalyst specified. The product is [CH3:1][S:2]([C:5]1[CH:6]=[CH:7][C:8]([N:14]2[CH2:18][CH2:17][O:22][CH2:16][CH2:15]2)=[C:9]([CH:13]=1)[C:10]([OH:12])=[O:11])(=[O:4])=[O:3]. The yield is 0.800. (2) The reactants are Br[C:2]1[CH:7]=[CH:6][N:5]2[C:8]([CH2:14][O:15][CH:16]3[CH2:21][CH2:20][CH2:19][CH2:18][CH2:17]3)=[C:9]([CH:11]([CH3:13])[CH3:12])[N:10]=[C:4]2[CH:3]=1.[C:22]([NH2:30])(=[O:29])[C:23]1[CH:28]=[CH:27][CH:26]=[CH:25][CH:24]=1.C(=O)([O-])[O-].[Cs+].[Cs+].C(=O)([O-])O.[Na+]. The catalyst is O1CCOCC1.C([O-])(=O)C.[Pd+2].C([O-])(=O)C. The product is [CH:16]1([O:15][CH2:14][C:8]2[N:5]3[CH:6]=[CH:7][C:2]([NH:30][C:22](=[O:29])[C:23]4[CH:28]=[CH:27][CH:26]=[CH:25][CH:24]=4)=[CH:3][C:4]3=[N:10][C:9]=2[CH:11]([CH3:13])[CH3:12])[CH2:21][CH2:20][CH2:19][CH2:18][CH2:17]1. The yield is 0.830. (3) The reactants are [Cl:1][C:2]1[CH:3]=[C:4]([CH:8]=[CH:9][C:10]=1[CH2:11][N:12]1[CH2:17][CH2:16][N:15]([CH3:18])[CH2:14][CH2:13]1)[C:5]([OH:7])=O.F[P-](F)(F)(F)(F)F.N1(OC(N(C)C)=[N+](C)C)C2N=CC=CC=2N=N1.[NH2:43][C:44]1[CH:45]=[CH:46][C:47]([CH3:66])=[C:48]([C:50]2[CH:59]=[C:58]3[C:53]([CH:54]=[C:55]([NH:60][C:61]([CH:63]4[CH2:65][CH2:64]4)=[O:62])[N:56]=[CH:57]3)=[CH:52][CH:51]=2)[CH:49]=1.N1C=CC=CC=1. The catalyst is CN(C)C=O.C(OCC)(=O)C.O. The product is [Cl:1][C:2]1[CH:3]=[C:4]([CH:8]=[CH:9][C:10]=1[CH2:11][N:12]1[CH2:17][CH2:16][N:15]([CH3:18])[CH2:14][CH2:13]1)[C:5]([NH:43][C:44]1[CH:45]=[CH:46][C:47]([CH3:66])=[C:48]([C:50]2[CH:59]=[C:58]3[C:53]([CH:54]=[C:55]([NH:60][C:61]([CH:63]4[CH2:65][CH2:64]4)=[O:62])[N:56]=[CH:57]3)=[CH:52][CH:51]=2)[CH:49]=1)=[O:7]. The yield is 0.0260. (4) The reactants are C([O:4][CH:5]1[CH2:10][CH2:9][CH2:8][N:7]([C:11]2[N:12]=[C:13]3[CH:32]=[C:31](/[CH:33]=[CH:34]/[C:35]4[S:36][CH:37]=[C:38]([CH:40]([CH3:42])[CH3:41])[N:39]=4)[CH:30]=[CH:29][N:14]3[C:15](=[O:28])[C:16]=2/[CH:17]=[CH:18]/[C:19]2[N:23](CCC#N)[N:22]=[N:21][N:20]=2)[CH2:6]1)(=O)C.O1CCCC1.C[O-].[Na+].[Cl-].[NH4+]. The catalyst is CO. The product is [OH:4][CH:5]1[CH2:10][CH2:9][CH2:8][N:7]([C:11]2[N:12]=[C:13]3[CH:32]=[C:31](/[CH:33]=[CH:34]/[C:35]4[S:36][CH:37]=[C:38]([CH:40]([CH3:42])[CH3:41])[N:39]=4)[CH:30]=[CH:29][N:14]3[C:15](=[O:28])[C:16]=2/[CH:17]=[CH:18]/[C:19]2[NH:20][N:21]=[N:22][N:23]=2)[CH2:6]1. The yield is 0.590. (5) The reactants are [F:1][C:2]1[CH:3]=[C:4]([CH:22]=[CH:23][CH:24]=1)[CH2:5][O:6][C:7]1[CH:8]=[C:9]([CH2:13][CH2:14][NH:15][CH2:16][C:17]2[O:18][CH:19]=[CH:20][CH:21]=2)[CH:10]=[CH:11][CH:12]=1.Cl[CH2:26][C:27]([NH2:29])=[O:28].C(N(CC)CC)C. The catalyst is CN(C)C=O. The product is [F:1][C:2]1[CH:3]=[C:4]([CH:22]=[CH:23][CH:24]=1)[CH2:5][O:6][C:7]1[CH:8]=[C:9]([CH2:13][CH2:14][N:15]([CH2:16][C:17]2[O:18][CH:19]=[CH:20][CH:21]=2)[CH2:26][C:27]([NH2:29])=[O:28])[CH:10]=[CH:11][CH:12]=1. The yield is 0.990. (6) The reactants are [O:1]1[C:5]2[CH:6]=[CH:7][CH:8]=[CH:9][C:4]=2[C:3]([CH2:10]C(O)=O)=[N:2]1.Cl[S:15]([OH:18])(=[O:17])=[O:16]. The catalyst is O1CCOCC1. The product is [O:1]1[C:5]2[CH:6]=[CH:7][CH:8]=[CH:9][C:4]=2[C:3]([CH2:10][S:15]([OH:18])(=[O:17])=[O:16])=[N:2]1. The yield is 0.906. (7) The reactants are [F:1][C:2]1[CH:7]=[CH:6][C:5]([C:8]2[CH:9]=[N:10][C:11]3[C:16]([CH:17]=2)=[CH:15][CH:14]=[CH:13][CH:12]=3)=[CH:4][CH:3]=1.OCC1(OC[C@@H](O)[C@@H](O)[C@H]1O)O. The catalyst is C(O)C.[Pt]=O. The product is [F:1][C:2]1[CH:3]=[CH:4][C:5]([CH:8]2[CH2:17][C:16]3[C:11](=[CH:12][CH:13]=[CH:14][CH:15]=3)[NH:10][CH2:9]2)=[CH:6][CH:7]=1. The yield is 0.250. (8) The reactants are [NH:1]1[CH2:6][CH2:5][CH:4]([C:7]2[S:8][C:9]3[CH:15]=[CH:14][C:13]([C:16]([F:19])([F:18])[F:17])=[CH:12][C:10]=3[N:11]=2)[CH2:3][CH2:2]1.[O:20]1[CH2:22][CH:21]1[CH2:23][N:24]1[C:32]2[CH2:31][CH2:30][N:29]([C:33](=[O:35])[CH3:34])[CH2:28][C:27]=2[C:26]([C:36]2[CH:41]=[CH:40][C:39]([C:42]([F:45])([F:44])[F:43])=[CH:38][CH:37]=2)=[N:25]1. The catalyst is CCO. The product is [OH:20][CH:21]([CH2:22][N:1]1[CH2:6][CH2:5][CH:4]([C:7]2[S:8][C:9]3[CH:15]=[CH:14][C:13]([C:16]([F:19])([F:18])[F:17])=[CH:12][C:10]=3[N:11]=2)[CH2:3][CH2:2]1)[CH2:23][N:24]1[C:32]2[CH2:31][CH2:30][N:29]([C:33](=[O:35])[CH3:34])[CH2:28][C:27]=2[C:26]([C:36]2[CH:41]=[CH:40][C:39]([C:42]([F:45])([F:44])[F:43])=[CH:38][CH:37]=2)=[N:25]1. The yield is 0.800. (9) The reactants are C(=O)[C:2]1[CH:7]=[CH:6]C=[CH:4][CH:3]=1.C(O[C:12](=[N:14][O:15][C:16]1[CH:21]=[CH:20][CH:19]=[CH:18][C:17]=1[C:22]([OH:24])=[O:23])[CH3:13])C. No catalyst specified. The yield is 0.620. The product is [C:22]([C:17]1[CH:18]=[CH:19][CH:20]=[CH:21][C:16]=1[O:15][N:14]=[CH:12][C:13]1[CH:6]=[CH:7][CH:2]=[CH:3][CH:4]=1)([OH:24])=[O:23]. (10) The reactants are [CH:1]([C:3]1[CH:4]=[CH:5][C:6]([OH:12])=[C:7]([CH:11]=1)[C:8]([OH:10])=[O:9])=[O:2].[N+:13]([O-])([OH:15])=[O:14]. The catalyst is S(=O)(=O)(O)O. The product is [CH:1]([C:3]1[CH:4]=[C:5]([N+:13]([O-:15])=[O:14])[C:6]([OH:12])=[C:7]([CH:11]=1)[C:8]([OH:10])=[O:9])=[O:2]. The yield is 0.866.